This data is from Catalyst prediction with 721,799 reactions and 888 catalyst types from USPTO. The task is: Predict which catalyst facilitates the given reaction. (1) Reactant: [CH:1]1([CH:6]([N:16]2C(=O)C3C(=CC=CC=3)C2=O)[CH2:7][NH:8][C:9](=[O:15])[O:10][C:11]([CH3:14])([CH3:13])[CH3:12])[CH2:5][CH2:4][CH2:3][CH2:2]1.NN. Product: [NH2:16][CH:6]([CH:1]1[CH2:2][CH2:3][CH2:4][CH2:5]1)[CH2:7][NH:8][C:9](=[O:15])[O:10][C:11]([CH3:14])([CH3:12])[CH3:13]. The catalyst class is: 5. (2) Reactant: [C:1]1([C:7]2[C:8]([C:12]([OH:14])=O)=[CH:9][NH:10][CH:11]=2)[CH:6]=[CH:5][CH:4]=[CH:3][CH:2]=1.[CH3:15][O:16][C:17]1[CH:18]=[C:19]([N:25]2[CH2:30][CH2:29][NH:28][CH2:27][CH2:26]2)[CH:20]=[C:21]([O:23][CH3:24])[CH:22]=1.Cl.CN(C)CCCN=C=NCC.O.ON1C2C=CC=CC=2N=N1. Product: [CH3:15][O:16][C:17]1[CH:18]=[C:19]([N:25]2[CH2:26][CH2:27][N:28]([C:12]([C:8]3[C:7]([C:1]4[CH:2]=[CH:3][CH:4]=[CH:5][CH:6]=4)=[CH:11][NH:10][CH:9]=3)=[O:14])[CH2:29][CH2:30]2)[CH:20]=[C:21]([O:23][CH3:24])[CH:22]=1. The catalyst class is: 4. (3) Reactant: Cl[C:2]1[N:7]([CH3:8])[C:6](=[O:9])[CH:5]=[C:4]([C:10]2[CH:15]=[CH:14][N:13]=[CH:12][CH:11]=2)[N:3]=1.[F:16][C:17]1[CH:22]=[CH:21][C:20]([CH:23]2[CH2:28][NH:27][CH2:26][CH2:25][NH:24]2)=[C:19]([O:29][CH3:30])[CH:18]=1.C(N(CC)CC)C. Product: [F:16][C:17]1[CH:22]=[CH:21][C:20]([CH:23]2[CH2:28][N:27]([C:2]3[N:7]([CH3:8])[C:6](=[O:9])[CH:5]=[C:4]([C:10]4[CH:15]=[CH:14][N:13]=[CH:12][CH:11]=4)[N:3]=3)[CH2:26][CH2:25][NH:24]2)=[C:19]([O:29][CH3:30])[CH:18]=1. The catalyst class is: 9.